This data is from Experimentally validated miRNA-target interactions with 360,000+ pairs, plus equal number of negative samples. The task is: Binary Classification. Given a miRNA mature sequence and a target amino acid sequence, predict their likelihood of interaction. (1) The miRNA is mmu-miR-762 with sequence GGGGCUGGGGCCGGGACAGAGC. The protein sequence of the target gene is MKLHHCLSFLLVVTLVPAALSLEDVAPLGANQSSYNASFLPSFELSAGSYSGDDVIIVKEGTNVSLECLLTVDQYGEVHWYNSKGQQLHSRGGKWLVSDNFLNITSVAFDDRGLYTCIITSPARASYSVTLRVIFTSGDMSVYYMVVCLIAFTITLILNVTRLCLMSTHLRKTEKAINEFFRTEGAEKLQKAFEIAKRIPIITSAKTLELAKVTQFKTMEFARYIEELARSVPLPPLILNCRAFVEEMFEAVRVDDPDDMGERIKERPALDAQSGIYVINPELGRSNSPGGDSDDGSLSE.... Result: 0 (no interaction). (2) The miRNA is hsa-miR-4714-3p with sequence CCAACCUAGGUGGUCAGAGUUG. The protein sequence of the target gene is MARWIPTKRQKYGVAIYNYNASQDVELSLQIGDTVHILEMYEGWYRGYTLQNKSKKGIFPETYIHLKEATVEDLGQHETVIPGELPLVQELTSTLREWAVIWRKLYVNNKLTLFRQLQQMTYSLIEWRSQILSGTLPKDELAELKKKVTAKIDHGNRMLGLDLVVRDDNGNILDPDETSTIALFKAHEVASKRIEEKIQEEKSILQNLDLRGQSIFSTIHTYGLYVNFKNFVCNIGEDAELFMALYDPDQSTFISENYLIRWGSNGMPKEIEKLNNLQAVFTDLSSMDLIRPRVSLVCQI.... Result: 0 (no interaction). (3) The miRNA is hsa-miR-6790-3p with sequence CGACCUCGGCGACCCCUCACU. The protein sequence of the target gene is MAKQLNLPENTDDWTKEDVNQWLESHKIDQKHREILTEQDVNGAVLKWLKKEHLVDMGITHGPAIQIEELFKELRKTAIEDSIQTSKMGKPSKNAPKDQTVSQKERRETSKQKQKGKENPDMANPSAMSTTAKGSKSLKVELIEDKIDYTKERQPSIDLTCVSYPFDEFSNPYRYKLDFSLQPETGPGNLIDPIHEFKAFTNTATATEEDVKMKFSNEVFRFASACMNSRTNGTIHFGVKDKPHGKIVGIKVTNDTKEALINHFNLMINKYFEDHQVQQAKKCIREPRFVEVLLPNSTLS.... Result: 0 (no interaction). (4) The miRNA is cel-miR-795-5p with sequence UGAGGUAGAUUGAUCAGCGAGCUU. The protein sequence of the target gene is MRIEKCYFCSGPIYPGHGMMFVRNDCKVFRFCKSKCHKNFKKKRNPRKVRWTKAFRKAAGKELTVDNSFEFEKRRNEPIKYQRELWNKTIDAMKRVEEIKQKRQAKFIMNRLKKNKELQKVQDIKEVKQNIHLIRAPLAGKGKQLEEKMVQQLQEDVDMEDAP. Result: 0 (no interaction). (5) The miRNA is hsa-miR-424-5p with sequence CAGCAGCAAUUCAUGUUUUGAA. The protein sequence of the target gene is MEESVVRPSVFVVDGQTDIPFTRLGRSHRRQSCSVARVGLGLLLLLMGAGLAVQGWFLLQLHWRLGEMVTRLPDGPAGSWEQLIQERRSHEVNPAAHLTGANSSLTGSGGPLLWETQLGLAFLRGLSYHDGALVVTKAGYYYIYSKVQLGGVGCPLGLASTITHGLYKRTPRYPEELELLVSQQSPCGRATSSSRVWWDSSFLGGVVHLEAGEKVVVRVLDERLVRLRDGTRSYFGAFMV. Result: 0 (no interaction). (6) The miRNA is hsa-miR-3692-5p with sequence CCUGCUGGUCAGGAGUGGAUACUG. The protein sequence of the target gene is MRSGEPACTMDQARGLDDAAARGGQCPGLGPAPTPTPPGRLGAPYSEAWGYFHLAPGRPGHPSGHWATCRLCGEQVGRGPGFHAGTSALWRHLRSAHRRELESSGAGSSPPAAPCPPPPGPAAAPEGDWARLLEQMGALAVRGSRRERELERRELAVEQGERALERRRRALQEEERAAAQARRELQAEREALQARLRDVSRREGALGWAPAAPPPLKDDPEGDRDGCVITKVLL. Result: 1 (interaction). (7) The miRNA is mmu-miR-3080-3p with sequence UCCUCGGGCAAAGCGCUUGACA. The protein sequence of the target gene is MEGDLSGFNIDAPRWDQCTFLGRVKHFFNITDPRTVFASEQELDWAKAVVEKSRMGLVPPGTQMEQLLYAKKLYDSAFHPDTGEKMNVIGRMSFQVPGGMLITGFMLQFYRTMPAVIFWQWVNQSFNALVNYTNRNAASPTSVRQMALSYFTATTTAVATAVGMNMWTKRAPPLVGRWVPFAAVAAANCVNIPMMRQQELIQGICVKDRNQNELGHSQRAAAVGIAQVVISRITMAAPGMILLPVIMERLERLHLMKKVKVMHAPLQVLLCGCFLLFMVPVACGLFPQECELSVSYLEPE.... Result: 0 (no interaction).